This data is from Full USPTO retrosynthesis dataset with 1.9M reactions from patents (1976-2016). The task is: Predict the reactants needed to synthesize the given product. (1) Given the product [C:31](=[O:32])([O:33][CH2:34][C:35](=[O:36])[NH:46][CH2:45][C:40]1[CH:41]=[CH:42][CH:43]=[CH:44][N:39]=1)[O:30][CH2:29][O:28][C:15]1[C:14](=[O:38])[C:13]([C:11]([NH:10][CH2:9][C:3]2[CH:4]=[CH:5][C:6]([F:8])=[CH:7][C:2]=2[F:1])=[O:12])=[CH:27][N:17]2[C:16]=1[C:21](=[O:22])[N:20]1[C@@H:23]([CH3:26])[CH2:24][O:25][C@@H:19]1[CH2:18]2, predict the reactants needed to synthesize it. The reactants are: [F:1][C:2]1[CH:7]=[C:6]([F:8])[CH:5]=[CH:4][C:3]=1[CH2:9][NH:10][C:11]([C:13]1[C:14](=[O:38])[C:15]([O:28][CH2:29][O:30][C:31]([O:33][CH2:34][C:35](O)=[O:36])=[O:32])=[C:16]2[C:21](=[O:22])[N:20]3[C@@H:23]([CH3:26])[CH2:24][O:25][C@@H:19]3[CH2:18][N:17]2[CH:27]=1)=[O:12].[N:39]1[CH:44]=[CH:43][CH:42]=[CH:41][C:40]=1[CH2:45][NH2:46].CN(C(ON1N=NC2C=CC=NC1=2)=[N+](C)C)C.F[P-](F)(F)(F)(F)F. (2) Given the product [CH3:30][C:29]1[CH:28]=[C:27]([CH3:31])[NH:26][C:25](=[O:32])[C:24]=1[CH2:23][NH:22][C:18]([C:3]1[C:2]([CH3:1])=[C:6](/[C:7](/[CH2:10][CH2:11][N:12]2[CH2:13][CH2:14][O:15][CH2:16][CH2:17]2)=[CH:8]\[CH3:9])[S:5][CH:4]=1)=[O:20], predict the reactants needed to synthesize it. The reactants are: [CH3:1][C:2]1[C:3]([C:18]([OH:20])=O)=[CH:4][S:5][C:6]=1/[C:7](/[CH2:10][CH2:11][N:12]1[CH2:17][CH2:16][O:15][CH2:14][CH2:13]1)=[CH:8]\[CH3:9].Cl.[NH2:22][CH2:23][C:24]1[C:25](=[O:32])[NH:26][C:27]([CH3:31])=[CH:28][C:29]=1[CH3:30].CN1CCOCC1.C1C=NC2N(O)N=NC=2C=1.C(Cl)CCl. (3) The reactants are: [F:1][C:2]1[C:7]2[CH2:8][C:9]([CH:21]3[CH2:26][CH2:25][N:24]([CH:27]([CH3:31])[CH2:28][CH2:29][NH2:30])[CH2:23][CH2:22]3)([C:11]3[CH:16]=[CH:15][C:14]([C:17]([F:20])([F:19])[F:18])=[CH:13][CH:12]=3)[O:10][C:6]=2[CH:5]=[CH:4][CH:3]=1.[CH3:32][C:33]1[C:38]([C:39](O)=[O:40])=[C:37]([CH3:42])[N:36]=[CH:35][N:34]=1. Given the product [F:1][C:2]1[C:7]2[CH2:8][C:9]([CH:21]3[CH2:26][CH2:25][N:24]([CH:27]([CH3:31])[CH2:28][CH2:29][NH:30][C:39]([C:38]4[C:33]([CH3:32])=[N:34][CH:35]=[N:36][C:37]=4[CH3:42])=[O:40])[CH2:23][CH2:22]3)([C:11]3[CH:12]=[CH:13][C:14]([C:17]([F:20])([F:18])[F:19])=[CH:15][CH:16]=3)[O:10][C:6]=2[CH:5]=[CH:4][CH:3]=1, predict the reactants needed to synthesize it. (4) Given the product [CH3:24][O:23][C:20]1[CH:21]=[CH:22][C:17]([CH2:16][N:15]([CH2:25][C:26]2[CH:31]=[CH:30][C:29]([O:32][CH3:33])=[CH:28][CH:27]=2)[C:10]2[N:9]=[C:8]([C:7]3[C:2]([NH:45][C:46]4[CH:51]=[N:50][C:49]([O:52][CH3:53])=[CH:48][CH:47]=4)=[N:3][CH:4]=[C:5]([CH2:34][C:35]4[CH:40]=[CH:39][C:38]([S:41]([CH3:44])(=[O:42])=[O:43])=[CH:37][CH:36]=4)[CH:6]=3)[N:13]=[C:12]([CH3:14])[N:11]=2)=[CH:18][CH:19]=1, predict the reactants needed to synthesize it. The reactants are: F[C:2]1[C:7]([C:8]2[N:13]=[C:12]([CH3:14])[N:11]=[C:10]([N:15]([CH2:25][C:26]3[CH:31]=[CH:30][C:29]([O:32][CH3:33])=[CH:28][CH:27]=3)[CH2:16][C:17]3[CH:22]=[CH:21][C:20]([O:23][CH3:24])=[CH:19][CH:18]=3)[N:9]=2)=[CH:6][C:5]([CH2:34][C:35]2[CH:40]=[CH:39][C:38]([S:41]([CH3:44])(=[O:43])=[O:42])=[CH:37][CH:36]=2)=[CH:4][N:3]=1.[NH2:45][C:46]1[CH:47]=[CH:48][C:49]([O:52][CH3:53])=[N:50][CH:51]=1.C[Si]([N-][Si](C)(C)C)(C)C.[Li+]. (5) Given the product [CH3:1][C:2]1[C:3]([C:12]2[N:13]=[CH:14][CH:15]=[CH:16][N:17]=2)=[C:4]([CH:9]=[CH:10][CH:11]=1)[C:5]([OH:7])=[O:6], predict the reactants needed to synthesize it. The reactants are: [CH3:1][C:2]1[C:3]([C:12]2[N:17]=[CH:16][CH:15]=[CH:14][N:13]=2)=[C:4]([CH:9]=[CH:10][CH:11]=1)[C:5]([O:7]C)=[O:6].[OH-].[Na+]. (6) The reactants are: Br[C:2]1[CH:7]=[C:6]([Br:8])[C:5]([F:9])=[CH:4][C:3]=1[F:10].[Li]CCCC.[CH3:16][CH:17]([O:20][CH2:21][C:22](N(OC)C)=[O:23])[CH:18]=[CH2:19]. Given the product [Br:8][C:6]1[C:5]([F:9])=[CH:4][C:3]([F:10])=[C:2]([C:22](=[O:23])[CH2:21][O:20][CH:17]([CH:18]=[CH2:19])[CH3:16])[CH:7]=1, predict the reactants needed to synthesize it.